From a dataset of Forward reaction prediction with 1.9M reactions from USPTO patents (1976-2016). Predict the product of the given reaction. Given the reactants [C:1]([O:9][C:10]1[C:11]([OH:44])=[N:12][C:13]([C:20]2([CH3:43])[CH2:25][N:24]([C:26]([O:28][C:29]([CH3:32])([CH3:31])[CH3:30])=[O:27])[CH2:23][CH2:22][N:21]2[C:33]([O:35][CH2:36][C:37]2[CH:42]=[CH:41][CH:40]=[CH:39][CH:38]=2)=[O:34])=[N:14][C:15]=1[C:16]([O:18][CH3:19])=[O:17])(=[O:8])[C:2]1[CH:7]=[CH:6][CH:5]=[CH:4][CH:3]=1.[H-].[Li+].[CH3:47]OS(OC)(=O)=O.C(O)(=O)C, predict the reaction product. The product is: [C:1]([O:9][C:10]1[C:11](=[O:44])[N:12]([CH3:47])[C:13]([C:20]2([CH3:43])[CH2:25][N:24]([C:26]([O:28][C:29]([CH3:31])([CH3:32])[CH3:30])=[O:27])[CH2:23][CH2:22][N:21]2[C:33]([O:35][CH2:36][C:37]2[CH:42]=[CH:41][CH:40]=[CH:39][CH:38]=2)=[O:34])=[N:14][C:15]=1[C:16]([O:18][CH3:19])=[O:17])(=[O:8])[C:2]1[CH:7]=[CH:6][CH:5]=[CH:4][CH:3]=1.